Dataset: Full USPTO retrosynthesis dataset with 1.9M reactions from patents (1976-2016). Task: Predict the reactants needed to synthesize the given product. Given the product [OH:30][CH:7]1[CH:16]([C:15]2[CH:14]=[CH:13][CH:18]=[CH:17][C:28]=2[CH3:29])[CH2:5][CH2:4][N:3]([C:9]([O:11][CH2:12][C:13]2[CH:18]=[CH:17][CH:16]=[CH:15][CH:14]=2)=[O:10])[CH2:6]1, predict the reactants needed to synthesize it. The reactants are: C([N:3]([CH2:6][CH3:7])[CH2:4][CH3:5])C.Cl[C:9]([O:11][CH2:12][C:13]1[CH:18]=[CH:17][CH:16]=[CH:15][CH:14]=1)=[O:10].C(=O)([O-])O.[Na+].O1[CH2:29][CH2:28]OCC1.[OH2:30].